The task is: Predict the reactants needed to synthesize the given product.. This data is from Full USPTO retrosynthesis dataset with 1.9M reactions from patents (1976-2016). (1) Given the product [Si:12]([O:11][CH2:10][CH2:9][CH2:8][C:5]1[CH:4]=[CH:3][C:2]([O:1][CH2:30][C:31]([O:33][CH3:34])=[O:32])=[CH:7][CH:6]=1)([C:25]([CH3:28])([CH3:27])[CH3:26])([C:19]1[CH:24]=[CH:23][CH:22]=[CH:21][CH:20]=1)[C:13]1[CH:18]=[CH:17][CH:16]=[CH:15][CH:14]=1, predict the reactants needed to synthesize it. The reactants are: [OH:1][C:2]1[CH:7]=[CH:6][C:5]([CH2:8][CH2:9][CH2:10][O:11][Si:12]([C:25]([CH3:28])([CH3:27])[CH3:26])([C:19]2[CH:24]=[CH:23][CH:22]=[CH:21][CH:20]=2)[C:13]2[CH:18]=[CH:17][CH:16]=[CH:15][CH:14]=2)=[CH:4][CH:3]=1.Br[CH2:30][C:31]([O:33][CH3:34])=[O:32].C(=O)([O-])[O-].[K+].[K+]. (2) Given the product [C:19]1([C@@H:16]([NH:15][C:5]([C:4]2[C:13]3[C:8](=[CH:9][CH:10]=[CH:11][CH:12]=3)[C:7](=[O:14])[N:30]([CH:25]3[CH2:29][CH2:28][CH2:27][CH2:26]3)[C:1]=2[CH3:2])=[O:6])[CH2:17][CH3:18])[CH:20]=[CH:21][CH:22]=[CH:23][CH:24]=1, predict the reactants needed to synthesize it. The reactants are: [C:1]([C:4]1[C:13]2[C:8](=[CH:9][CH:10]=[CH:11][CH:12]=2)[C:7](=[O:14])[O:6][C:5]=1[NH:15][C@H:16]([C:19]1[CH:24]=[CH:23][CH:22]=[CH:21][CH:20]=1)[CH2:17][CH3:18])(=O)[CH3:2].[CH:25]1([NH2:30])[CH2:29][CH2:28][CH2:27][CH2:26]1. (3) Given the product [NH2:16][C:13]1[C:14](=[O:15])[N:9]([CH2:8][C:6]([OH:7])=[O:5])[C:10]([C:25]2[CH:30]=[CH:29][CH:28]=[CH:27][CH:26]=2)=[N:11][CH:12]=1, predict the reactants needed to synthesize it. The reactants are: C([O:5][C:6]([CH2:8][N:9]1[C:14](=[O:15])[C:13]([NH:16]C(=O)C2C=CC=CC=2)=[CH:12][N:11]=[C:10]1[C:25]1[CH:30]=[CH:29][CH:28]=[CH:27][CH:26]=1)=[O:7])(C)(C)C.[OH-].[Na+]. (4) Given the product [CH:3]1([C:12]([O:14][CH2:15][CH3:16])=[O:13])[NH:8][CH2:7][CH2:6][N:5]2[CH:9]=[CH:10][CH:11]=[C:4]12, predict the reactants needed to synthesize it. The reactants are: CO.[C:3]1([C:12]([O:14][CH2:15][CH3:16])=[O:13])[C:4]2[N:5]([CH:9]=[CH:10][CH:11]=2)[CH2:6][CH2:7][N:8]=1.[BH4-].[Na+]. (5) Given the product [CH3:28][C:22]1[N:21]=[C:20]([C:15]2[N:16]=[C:17]3[N:13]([CH:14]=2)[CH2:12][CH2:11][O:10][C:9]2[C:18]3=[CH:19][C:6]([C:4](=[O:3])[CH3:5])=[N:7][CH:8]=2)[N:24]([CH:25]([CH3:27])[CH3:26])[N:23]=1, predict the reactants needed to synthesize it. The reactants are: C([O:3][C:4]([C:6]1[CH:19]=[C:18]2[C:9]([O:10][CH2:11][CH2:12][N:13]3[C:17]2=[N:16][C:15]([C:20]2[N:24]([CH:25]([CH3:27])[CH3:26])[N:23]=[C:22]([CH3:28])[N:21]=2)=[CH:14]3)=[CH:8][N:7]=1)=[CH2:5])C.CC1C=CC(S(O)(=O)=O)=CC=1. (6) The reactants are: Br[C:2]1[C:3]([O:10][CH3:11])=[N:4][CH:5]=[C:6]([Cl:9])[C:7]=1[CH3:8].[CH3:12][O:13][C:14]1[C:19]([O:20][CH3:21])=[C:18]([O:22][CH3:23])[CH:17]=[C:16]([CH3:24])[C:15]=1B(O)O.[C:28](=O)([O-])[O-:29].[K+].[K+].C1(P(C2CCCCC2)C2CCCCC2)CCCCC1.[C]=O. Given the product [CH3:12][O:13][C:14]1[C:19]([O:20][CH3:21])=[C:18]([O:22][CH3:23])[CH:17]=[C:16]([CH3:24])[C:15]=1[C:28]([C:2]1[C:3]([O:10][CH3:11])=[N:4][CH:5]=[C:6]([Cl:9])[C:7]=1[CH3:8])=[O:29], predict the reactants needed to synthesize it. (7) Given the product [Cl:1][C:2]1[N:7]=[C:6]([C:8]([NH:63][C:56]2[CH:55]=[C:54]([C:49]3[CH:50]=[CH:51][CH:52]=[C:53]4[C:48]=3[CH:47]=[CH:46][NH:45]4)[CH:62]=[C:61]3[C:57]=2[CH:58]=[N:59][NH:60]3)=[O:10])[C:5]([F:11])=[CH:4][CH:3]=1, predict the reactants needed to synthesize it. The reactants are: [Cl:1][C:2]1[N:7]=[C:6]([C:8]([OH:10])=O)[C:5]([F:11])=[CH:4][CH:3]=1.F[P-](F)(F)(F)(F)F.N1(OC(N(C)C)=[N+](C)C)C2N=CC=CC=2N=N1.CCN(C(C)C)C(C)C.[NH:45]1[C:53]2[C:48](=[C:49]([C:54]3[CH:55]=[C:56]([NH2:63])[C:57]4[CH:58]=[N:59][NH:60][C:61]=4[CH:62]=3)[CH:50]=[CH:51][CH:52]=2)[CH:47]=[CH:46]1. (8) Given the product [CH3:1][C:2]1[CH:3]=[CH:4][C:5]([NH:21][C:22]([C:24]2[CH:29]=[CH:28][C:27]([CH2:30][N:31]3[CH2:32][CH2:33][N:34]([CH3:37])[CH2:35][CH2:36]3)=[CH:26][CH:25]=2)=[O:23])=[CH:6][C:7]=1[NH:8][C:9]1[N:10]=[CH:11][CH:12]=[C:13]([C:15]2[CH:16]=[CH:17][CH:18]=[N:19][CH:20]=2)[N:14]=1.[CH3:38][S:39]([OH:42])(=[O:41])=[O:40], predict the reactants needed to synthesize it. The reactants are: [CH3:1][C:2]1[CH:3]=[CH:4][C:5]([NH:21][C:22]([C:24]2[CH:25]=[CH:26][C:27]([CH2:30][N:31]3[CH2:36][CH2:35][N:34]([CH3:37])[CH2:33][CH2:32]3)=[CH:28][CH:29]=2)=[O:23])=[CH:6][C:7]=1[NH:8][C:9]1[N:10]=[CH:11][CH:12]=[C:13]([C:15]2[CH:16]=[CH:17][CH:18]=[N:19][CH:20]=2)[N:14]=1.[CH3:38][S:39]([OH:42])(=[O:41])=[O:40].C(O)(C)C. (9) Given the product [CH3:25][N:2]([CH3:1])[C:3]([CH2:5][C:6]1[C:15]2[C:10](=[CH:11][C:12]([O:16][CH2:17][C:18]3[CH:19]=[CH:20][CH:21]=[CH:22][CH:23]=3)=[CH:13][CH:14]=2)[O:9][CH2:8][CH:7]=1)=[O:4], predict the reactants needed to synthesize it. The reactants are: [CH3:1][N:2]([CH3:25])[C:3]([CH2:5][C:6]1[C:15]2[C:10](=[CH:11][C:12]([O:16][CH2:17][C:18]3[CH:23]=[CH:22][CH:21]=[CH:20][CH:19]=3)=[CH:13][CH:14]=2)[O:9][C:8](=O)[CH:7]=1)=[O:4].[H-].[H-].[H-].[H-].[Li+].[Al+3].C(OCC)(=O)C. (10) Given the product [NH2:34][CH2:12][CH:10]([OH:11])[CH2:9][O:8][C:7]1[C:2]([CH3:1])=[CH:3][C:4]([C:14]2[N:18]=[C:17]([C:19]3[S:20][CH:21]=[C:22]([CH2:25][CH:26]([CH3:27])[CH3:28])[C:23]=3[CH3:24])[O:16][N:15]=2)=[CH:5][C:6]=1[CH3:13], predict the reactants needed to synthesize it. The reactants are: [CH3:1][C:2]1[CH:3]=[C:4]([C:14]2[N:18]=[C:17]([C:19]3[S:20][CH:21]=[C:22]([CH2:25][CH:26]([CH3:28])[CH3:27])[C:23]=3[CH3:24])[O:16][N:15]=2)[CH:5]=[C:6]([CH3:13])[C:7]=1[O:8][CH2:9][CH:10]1[CH2:12][O:11]1.C1COCC1.[NH3:34].